This data is from CYP3A4 inhibition data for predicting drug metabolism from PubChem BioAssay. The task is: Regression/Classification. Given a drug SMILES string, predict its absorption, distribution, metabolism, or excretion properties. Task type varies by dataset: regression for continuous measurements (e.g., permeability, clearance, half-life) or binary classification for categorical outcomes (e.g., BBB penetration, CYP inhibition). Dataset: cyp3a4_veith. (1) The molecule is C[C@@H](C(=O)Nc1ccc2ccccc2c1)[C@H]1C[C@]1(C)[C@H](NS(=O)(=O)c1ccc(-c2ccccc2)cc1)c1ccccc1. The result is 1 (inhibitor). (2) The molecule is Cc1ccc(CSC2=CS(=O)(=O)c3ccccc3N2)cc1. The result is 1 (inhibitor).